Predict the reactants needed to synthesize the given product. From a dataset of Full USPTO retrosynthesis dataset with 1.9M reactions from patents (1976-2016). (1) The reactants are: [CH:1]#[C:2][CH2:3][NH:4][C@H:5]1[C:9]2[CH:10]=[CH:11][CH:12]=[CH:13][C:8]=2[CH2:7][CH2:6]1.[O:14]=[C:15]([OH:26])[C@@H:16]([C@H:18]([C@@H:20]([C@@H:22]([CH2:24][OH:25])[OH:23])[OH:21])[OH:19])[OH:17].CC(OC)(C)C. Given the product [CH:1]#[C:2][CH2:3][NH:4][C@H:5]1[C:9]2[CH:10]=[CH:11][CH:12]=[CH:13][C:8]=2[CH2:7][CH2:6]1.[O:14]=[C:15]([O-:26])[C@@H:16]([C@H:18]([C@@H:20]([C@@H:22]([CH2:24][OH:25])[OH:23])[OH:21])[OH:19])[OH:17], predict the reactants needed to synthesize it. (2) Given the product [O:29]=[C:24]1[NH:25][C:26](=[O:28])[CH2:27][N:23]1[C:2]1[CH:3]=[C:4]([CH:8]2[C:17]([CH3:19])([CH3:18])[CH2:16][C:15]3[C:10](=[CH:11][CH:12]=[C:13]([C:20]([OH:22])=[O:21])[CH:14]=3)[NH:9]2)[CH:5]=[CH:6][CH:7]=1, predict the reactants needed to synthesize it. The reactants are: Br[C:2]1[CH:3]=[C:4]([CH:8]2[C:17]([CH3:19])([CH3:18])[CH2:16][C:15]3[C:10](=[CH:11][CH:12]=[C:13]([C:20]([OH:22])=[O:21])[CH:14]=3)[NH:9]2)[CH:5]=[CH:6][CH:7]=1.[NH:23]1[CH2:27][C:26](=[O:28])[NH:25][C:24]1=[O:29].Cl.CN(C)CC(O)=O.C(=O)([O-])[O-].[K+].[K+].